This data is from Peptide-MHC class I binding affinity with 185,985 pairs from IEDB/IMGT. The task is: Regression. Given a peptide amino acid sequence and an MHC pseudo amino acid sequence, predict their binding affinity value. This is MHC class I binding data. (1) The peptide sequence is VLRRRRRDA. The MHC is HLA-B08:01 with pseudo-sequence HLA-B08:01. The binding affinity (normalized) is 0.364. (2) The peptide sequence is MSRKLHRYI. The MHC is HLA-B39:01 with pseudo-sequence HLA-B39:01. The binding affinity (normalized) is 0.0847. (3) The peptide sequence is MVAKYDLLV. The MHC is HLA-B46:01 with pseudo-sequence HLA-B46:01. The binding affinity (normalized) is 0.0847.